Dataset: Catalyst prediction with 721,799 reactions and 888 catalyst types from USPTO. Task: Predict which catalyst facilitates the given reaction. (1) Reactant: [CH2:1]([O:8][C:9](Cl)=[O:10])[C:2]1[CH:7]=[CH:6][CH:5]=[CH:4][CH:3]=1.[CH3:12][O:13][C:14]([CH:16]1[CH:20]([C@@H:21]([CH3:31])[CH2:22][O:23][Si:24]([C:27]([CH3:30])([CH3:29])[CH3:28])([CH3:26])[CH3:25])[CH2:19][N:18](CC2C=CC=CC=2)[CH2:17]1)=[O:15].O.C(=O)(O)[O-].[Na+]. Product: [CH3:12][O:13][C:14]([CH:16]1[CH:20]([C@@H:21]([CH3:31])[CH2:22][O:23][Si:24]([C:27]([CH3:30])([CH3:29])[CH3:28])([CH3:25])[CH3:26])[CH2:19][N:18]([C:9]([O:8][CH2:1][C:2]2[CH:7]=[CH:6][CH:5]=[CH:4][CH:3]=2)=[O:10])[CH2:17]1)=[O:15]. The catalyst class is: 4. (2) Reactant: [NH2:1][C:2]1[C:10]2[C:5](=[C:6]([C:11]3[C:12]([C@@H:23]([NH:33][C:34](=[O:51])[CH2:35][N:36]4[C:40]5[C:41]([F:46])([F:45])[C@@H:42]6[CH2:44][C@@H:43]6[C:39]=5[C:38]([C:47]([F:50])([F:49])[F:48])=[N:37]4)[CH2:24][C:25]4[CH:30]=[C:29]([F:31])[CH:28]=[C:27]([F:32])[CH:26]=4)=[N:13][C:14]([C:17]#[C:18][C:19]([OH:22])([CH3:21])[CH3:20])=[CH:15][CH:16]=3)[CH:7]=[CH:8][CH:9]=2)[N:4]([CH3:52])[N:3]=1.N1C=CC=CC=1.[S:59](Cl)(=[O:62])(=[O:61])[NH2:60]. Product: [F:45][C:41]1([F:46])[C:40]2[N:36]([CH2:35][C:34]([NH:33][C@H:23]([C:12]3[C:11]([C:6]4[CH:7]=[CH:8][CH:9]=[C:10]5[C:5]=4[N:4]([CH3:52])[N:3]=[C:2]5[NH:1][S:59](=[O:62])(=[O:61])[NH2:60])=[CH:16][CH:15]=[C:14]([C:17]#[C:18][C:19]([OH:22])([CH3:21])[CH3:20])[N:13]=3)[CH2:24][C:25]3[CH:30]=[C:29]([F:31])[CH:28]=[C:27]([F:32])[CH:26]=3)=[O:51])[N:37]=[C:38]([C:47]([F:49])([F:48])[F:50])[C:39]=2[C@H:43]2[CH2:44][C@@H:42]12. The catalyst class is: 68.